Dataset: Reaction yield outcomes from USPTO patents with 853,638 reactions. Task: Predict the reaction yield, written as a fraction of the theoretical maximum amount of product (1.0 means a 100% yield; for example, 0.34 means a 34% yield). (1) The reactants are [C:1]1([CH:7]([C:21]2[CH:26]=[CH:25][CH:24]=[CH:23][CH:22]=2)[N:8]2[CH2:11][C:10]([CH2:13][C:14](OC(C)(C)C)=[O:15])([OH:12])[CH2:9]2)[CH:6]=[CH:5][CH:4]=[CH:3][CH:2]=1.[H-].[Al+3].[Li+].[H-].[H-].[H-].O.[OH-].[Na+]. The catalyst is C1COCC1. The product is [C:21]1([CH:7]([C:1]2[CH:6]=[CH:5][CH:4]=[CH:3][CH:2]=2)[N:8]2[CH2:11][C:10]([CH2:13][CH2:14][OH:15])([OH:12])[CH2:9]2)[CH:22]=[CH:23][CH:24]=[CH:25][CH:26]=1. The yield is 0.850. (2) The reactants are [OH:1][C@:2]12[C:19]([CH3:21])([CH3:20])[C:18](=O)[CH2:17][CH2:16][C@:15]1([CH3:23])[C@@H:14]1[C@H:5]([C@H:6]3[C@@:10]([CH2:12][CH2:13]1)([CH3:11])[C@@H:9]([OH:24])[CH2:8][CH2:7]3)[CH2:4][C@@H:3]2[OH:25].[ClH:26].Cl.[NH:28]1[CH2:32][CH2:31][C@@H:30]([O:33][NH2:34])[CH2:29]1. No catalyst specified. The product is [ClH:26].[NH:28]1[CH2:32][CH2:31][C@@H:30]([O:33]/[N:34]=[C:18]2/[C:19]([CH3:21])([CH3:20])[C@@:2]3([OH:1])[C@:15]([CH3:23])([CH2:16][CH2:17]/2)[C@@H:14]2[C@H:5]([C@H:6]4[C@@:10]([CH2:12][CH2:13]2)([CH3:11])[C@@H:9]([OH:24])[CH2:8][CH2:7]4)[CH2:4][C@@H:3]3[OH:25])[CH2:29]1. The yield is 0.900. (3) The reactants are [CH:1]1([C@@H:7]2[CH2:12][C@@H:11]([C:13]3[O:17][NH:16][C:15](=[O:18])[CH:14]=3)[CH2:10][CH2:9][N:8]2C(OC)=O)[CH2:6][CH2:5][CH2:4][CH2:3][CH2:2]1. The catalyst is Br. The product is [CH:1]1([C@@H:7]2[CH2:12][C@@H:11]([C:13]3[O:17][NH:16][C:15](=[O:18])[CH:14]=3)[CH2:10][CH2:9][NH:8]2)[CH2:2][CH2:3][CH2:4][CH2:5][CH2:6]1. The yield is 0.350. (4) The reactants are [C:1]([N:4]1[C:13]2[C:8](=[CH:9][C:10]([C:14]3[CH:23]=[CH:22][C:17]([C:18]([O:20][CH3:21])=[O:19])=[CH:16][C:15]=3[CH3:24])=[CH:11][CH:12]=2)[C@H:7]([NH:25]C(OC(C)C)=O)[CH2:6][C@@H:5]1[CH3:32])(=[O:3])[CH3:2].[Cl-].[Al+3].[Cl-].[Cl-].C(N(CC)CC)C.C([O-])(O)=O.[Na+]. The catalyst is ClCCl.CCOC(C)=O.CO. The product is [C:1]([N:4]1[C:13]2[C:8](=[CH:9][C:10]([C:14]3[CH:23]=[CH:22][C:17]([C:18]([O:20][CH3:21])=[O:19])=[CH:16][C:15]=3[CH3:24])=[CH:11][CH:12]=2)[C@H:7]([NH2:25])[CH2:6][C@@H:5]1[CH3:32])(=[O:3])[CH3:2]. The yield is 0.560.